Dataset: NCI-60 drug combinations with 297,098 pairs across 59 cell lines. Task: Regression. Given two drug SMILES strings and cell line genomic features, predict the synergy score measuring deviation from expected non-interaction effect. (1) Drug 1: C1=CN(C(=O)N=C1N)C2C(C(C(O2)CO)O)O.Cl. Drug 2: CC1=C(C(=CC=C1)Cl)NC(=O)C2=CN=C(S2)NC3=CC(=NC(=N3)C)N4CCN(CC4)CCO. Cell line: NCIH23. Synergy scores: CSS=42.1, Synergy_ZIP=0.714, Synergy_Bliss=0.634, Synergy_Loewe=-2.68, Synergy_HSA=2.14. (2) Drug 1: CC(C1=C(C=CC(=C1Cl)F)Cl)OC2=C(N=CC(=C2)C3=CN(N=C3)C4CCNCC4)N. Drug 2: CC1=C(N=C(N=C1N)C(CC(=O)N)NCC(C(=O)N)N)C(=O)NC(C(C2=CN=CN2)OC3C(C(C(C(O3)CO)O)O)OC4C(C(C(C(O4)CO)O)OC(=O)N)O)C(=O)NC(C)C(C(C)C(=O)NC(C(C)O)C(=O)NCCC5=NC(=CS5)C6=NC(=CS6)C(=O)NCCC[S+](C)C)O. Cell line: OVCAR-4. Synergy scores: CSS=-2.52, Synergy_ZIP=-2.90, Synergy_Bliss=-7.62, Synergy_Loewe=-14.2, Synergy_HSA=-8.23. (3) Drug 1: C1=CC(=C2C(=C1NCCNCCO)C(=O)C3=C(C=CC(=C3C2=O)O)O)NCCNCCO. Drug 2: C1=C(C(=O)NC(=O)N1)N(CCCl)CCCl. Cell line: NCI-H226. Synergy scores: CSS=37.8, Synergy_ZIP=-4.97, Synergy_Bliss=-3.30, Synergy_Loewe=-24.1, Synergy_HSA=1.29. (4) Synergy scores: CSS=-1.56, Synergy_ZIP=-0.707, Synergy_Bliss=-4.92, Synergy_Loewe=-7.79, Synergy_HSA=-6.66. Drug 2: C1CNP(=O)(OC1)N(CCCl)CCCl. Cell line: NCI-H522. Drug 1: CS(=O)(=O)OCCCCOS(=O)(=O)C. (5) Drug 1: CCCCC(=O)OCC(=O)C1(CC(C2=C(C1)C(=C3C(=C2O)C(=O)C4=C(C3=O)C=CC=C4OC)O)OC5CC(C(C(O5)C)O)NC(=O)C(F)(F)F)O. Drug 2: C1=CC=C(C=C1)NC(=O)CCCCCCC(=O)NO. Cell line: KM12. Synergy scores: CSS=44.4, Synergy_ZIP=1.19, Synergy_Bliss=3.16, Synergy_Loewe=-3.49, Synergy_HSA=1.31. (6) Drug 2: COC1=NC(=NC2=C1N=CN2C3C(C(C(O3)CO)O)O)N. Drug 1: CC1=C(C=C(C=C1)C(=O)NC2=CC(=CC(=C2)C(F)(F)F)N3C=C(N=C3)C)NC4=NC=CC(=N4)C5=CN=CC=C5. Cell line: OVCAR-5. Synergy scores: CSS=1.93, Synergy_ZIP=2.03, Synergy_Bliss=7.00, Synergy_Loewe=-1.18, Synergy_HSA=2.16. (7) Drug 1: C1CCC(C(C1)[NH-])[NH-].C(=O)(C(=O)[O-])[O-].[Pt+4]. Drug 2: CCC1=C2N=C(C=C(N2N=C1)NCC3=C[N+](=CC=C3)[O-])N4CCCCC4CCO. Cell line: NCIH23. Synergy scores: CSS=53.9, Synergy_ZIP=-2.82, Synergy_Bliss=-5.03, Synergy_Loewe=-7.54, Synergy_HSA=-1.70.